From a dataset of Forward reaction prediction with 1.9M reactions from USPTO patents (1976-2016). Predict the product of the given reaction. (1) Given the reactants CN([P+](ON1N=NC2C=CC=CC1=2)(N(C)C)N(C)C)C.F[P-](F)(F)(F)(F)F.C(N(CC)CC)C.[NH2:35][C:36]1[N:44]=[CH:43][CH:42]=[CH:41][C:37]=1[C:38]([OH:40])=O.[O:45]([CH2:52][C:53]1[CH:54]=[C:55]([CH:58]=[CH:59][CH:60]=1)[CH2:56][NH2:57])[C:46]1[CH:51]=[CH:50][CH:49]=[CH:48][CH:47]=1, predict the reaction product. The product is: [O:45]([CH2:52][C:53]1[CH:54]=[C:55]([CH2:56][NH:57][C:38](=[O:40])[C:37]2[CH:41]=[CH:42][CH:43]=[N:44][C:36]=2[NH2:35])[CH:58]=[CH:59][CH:60]=1)[C:46]1[CH:47]=[CH:48][CH:49]=[CH:50][CH:51]=1. (2) Given the reactants [Cl:1][C:2]1[CH:3]=[C:4]([NH:9][C:10]2[C:11]3[N:19]=[C:18]([NH:20][CH:21]4[CH2:26][CH2:25][N:24]([CH2:27][C:28]([O:30]C)=[O:29])[CH2:23][CH2:22]4)[N:17]=[CH:16][C:12]=3[N:13]=[CH:14][N:15]=2)[CH:5]=[CH:6][C:7]=1[F:8].Cl, predict the reaction product. The product is: [Cl:1][C:2]1[CH:3]=[C:4]([NH:9][C:10]2[C:11]3[N:19]=[C:18]([NH:20][CH:21]4[CH2:26][CH2:25][N:24]([CH2:27][C:28]([OH:30])=[O:29])[CH2:23][CH2:22]4)[N:17]=[CH:16][C:12]=3[N:13]=[CH:14][N:15]=2)[CH:5]=[CH:6][C:7]=1[F:8]. (3) Given the reactants [Cl:1][C:2]1[CH:3]=[C:4]([CH:9]([C:25]([F:28])([F:27])[F:26])/[CH:10]=[CH:11]/[C:12]2[CH:13]=[CH:14][C:15]([N:20]3[CH:24]=[N:23][CH:22]=[N:21]3)=[C:16]([CH:19]=2)[C:17]#[N:18])[CH:5]=[C:6]([Cl:8])[CH:7]=1.C([O-])(=O)C.[Na+].[Cl-].[OH:35][NH3+:36], predict the reaction product. The product is: [Cl:1][C:2]1[CH:3]=[C:4]([CH:9]([C:25]([F:27])([F:26])[F:28])/[CH:10]=[CH:11]/[C:12]2[CH:13]=[CH:14][C:15]([N:20]3[CH:24]=[N:23][CH:22]=[N:21]3)=[C:16]([CH:19]=2)/[C:17](=[N:36]/[OH:35])/[NH2:18])[CH:5]=[C:6]([Cl:8])[CH:7]=1. (4) Given the reactants [CH3:1][S:2]([NH:5][CH2:6][C:7]1[CH:12]=[CH:11][C:10]([NH:13][C:14](=[O:22])OC2C=CC=CC=2)=[CH:9][CH:8]=1)(=[O:4])=[O:3].[C:23]1([CH3:41])[CH:28]=[CH:27][CH:26]=[C:25]([C:29]2[C:34]([CH2:35][NH2:36])=[CH:33][CH:32]=[C:31]([C:37]([F:40])([F:39])[F:38])[N:30]=2)[CH:24]=1, predict the reaction product. The product is: [C:23]1([CH3:41])[CH:28]=[CH:27][CH:26]=[C:25]([C:29]2[C:34]([CH2:35][NH:36][C:14](=[O:22])[NH:13][C:10]3[CH:9]=[CH:8][C:7]([CH2:6][NH:5][S:2]([CH3:1])(=[O:3])=[O:4])=[CH:12][CH:11]=3)=[CH:33][CH:32]=[C:31]([C:37]([F:39])([F:38])[F:40])[N:30]=2)[CH:24]=1. (5) The product is: [P:1]([OH:14])([O:7][C:8]([CH3:11])([CH3:10])[CH3:9])([O:2][C:3]([CH3:5])([CH3:6])[CH3:4])=[O:12]. Given the reactants [P:1]([O-:12])([O:7][C:8]([CH3:11])([CH3:10])[CH3:9])[O:2][C:3]([CH3:6])([CH3:5])[CH3:4].C(=O)(O)[O-:14].[K+].[Mn]([O-])(=O)(=O)=O.[K+], predict the reaction product. (6) The product is: [C:31]([O:35][C:36](=[O:48])[CH2:37][O:38][C:39]1[CH:44]=[CH:43][C:42]([Cl:45])=[CH:41][C:40]=1[C:46]#[C:47][C:51]1[CH:52]=[C:53]([S:56]([N:59]2[CH2:64][CH2:63][O:62][CH2:61][CH2:60]2)(=[O:58])=[O:57])[CH:54]=[CH:55][C:50]=1[CH3:49])([CH3:34])([CH3:33])[CH3:32]. Given the reactants C(OC(=O)COC1C=CC(Cl)=CC=1C#CC1C=CC=C(S(CCC)(=O)=O)C=1)(C)(C)C.[C:31]([O:35][C:36](=[O:48])[CH2:37][O:38][C:39]1[CH:44]=[CH:43][C:42]([Cl:45])=[CH:41][C:40]=1[C:46]#[CH:47])([CH3:34])([CH3:33])[CH3:32].[CH3:49][C:50]1[CH:55]=[CH:54][C:53]([S:56]([N:59]2[CH2:64][CH2:63][O:62][CH2:61][CH2:60]2)(=[O:58])=[O:57])=[CH:52][C:51]=1Br, predict the reaction product.